This data is from HIV replication inhibition screening data with 41,000+ compounds from the AIDS Antiviral Screen. The task is: Binary Classification. Given a drug SMILES string, predict its activity (active/inactive) in a high-throughput screening assay against a specified biological target. (1) The drug is Cc1c(-c2ccccc2)sc(N=Cc2cc(Br)cc(Br)c2O)c1C#N. The result is 0 (inactive). (2) The drug is S=C1SC(=Nc2ccccc2)C(=Nc2ccccc2)N1c1ccccc1. The result is 0 (inactive). (3) The compound is C[N+](C)(C)N=Cc1ccc(O)c(O)c1.[I-]. The result is 0 (inactive).